Dataset: Forward reaction prediction with 1.9M reactions from USPTO patents (1976-2016). Task: Predict the product of the given reaction. (1) Given the reactants [Br-].[O:2]([CH2:9][CH2:10][CH2:11][CH2:12][P+](C1C=CC=CC=1)(C1C=CC=CC=1)C1C=CC=CC=1)[C:3]1[CH:8]=[CH:7][CH:6]=[CH:5][CH:4]=1.[CH:32]([C:34]1[CH:39]=[CH:38][C:37]([CH2:40][CH2:41][C:42]([O:44][CH2:45][CH3:46])=[O:43])=[CH:36][CH:35]=1)=O, predict the reaction product. The product is: [O:2]([CH2:9][CH2:10][CH2:11][CH:12]=[CH:32][C:34]1[CH:35]=[CH:36][C:37]([CH2:40][CH2:41][C:42]([O:44][CH2:45][CH3:46])=[O:43])=[CH:38][CH:39]=1)[C:3]1[CH:4]=[CH:5][CH:6]=[CH:7][CH:8]=1. (2) Given the reactants [N+:1]([C:4]1[CH:9]=[CH:8][C:7]([N:10]([CH2:18][C:19]2[CH:24]=[CH:23][CH:22]=[CH:21][N:20]=2)[C:11](=[O:17])[O:12][C:13]([CH3:16])([CH3:15])[CH3:14])=[CH:6][CH:5]=1)([O-])=O, predict the reaction product. The product is: [NH2:1][C:4]1[CH:9]=[CH:8][C:7]([N:10]([CH2:18][C:19]2[CH:24]=[CH:23][CH:22]=[CH:21][N:20]=2)[C:11](=[O:17])[O:12][C:13]([CH3:16])([CH3:15])[CH3:14])=[CH:6][CH:5]=1. (3) Given the reactants O[CH2:2][CH2:3][C:4]1[CH:9]=[CH:8][C:7]([CH:10]2[CH2:15][CH2:14][N:13]([C:16]([O:18][C:19]([CH3:22])([CH3:21])[CH3:20])=[O:17])[CH2:12][CH:11]2[O:23][CH2:24][C:25]2[CH:34]=[C:33]([O:35][CH2:36][O:37][CH2:38][CH2:39][Si:40]([CH3:43])([CH3:42])[CH3:41])[C:32]3[C:27](=[CH:28][CH:29]=[CH:30][CH:31]=3)[CH:26]=2)=[CH:6][CH:5]=1.S([O-])(=O)(=O)C.[SH:49][C:50]1[N:55]=[CH:54][CH:53]=[CH:52][N:51]=1, predict the reaction product. The product is: [N:51]1[CH:52]=[CH:53][CH:54]=[N:55][C:50]=1[S:49][CH2:2][CH2:3][C:4]1[CH:9]=[CH:8][C:7]([CH:10]2[CH2:15][CH2:14][N:13]([C:16]([O:18][C:19]([CH3:22])([CH3:21])[CH3:20])=[O:17])[CH2:12][CH:11]2[O:23][CH2:24][C:25]2[CH:34]=[C:33]([O:35][CH2:36][O:37][CH2:38][CH2:39][Si:40]([CH3:43])([CH3:41])[CH3:42])[C:32]3[C:27](=[CH:28][CH:29]=[CH:30][CH:31]=3)[CH:26]=2)=[CH:6][CH:5]=1. (4) Given the reactants C(OC(=O)[NH:7][C:8]1[CH:13]=[C:12]([N:14]([CH3:18])[CH2:15][CH2:16][CH3:17])[C:11]([C:19]([F:22])([F:21])[F:20])=[CH:10][C:9]=1[NH:23][C:24](=[O:48])[CH2:25][C:26](=O)[C:27]1[CH:32]=[CH:31][CH:30]=[C:29]([C:33]2[CH:38]=[CH:37][N:36]=[C:35]([CH2:39][O:40]C3CCCCO3)[CH:34]=2)[CH:28]=1)(C)(C)C.C(O)(C(F)(F)F)=O, predict the reaction product. The product is: [OH:40][CH2:39][C:35]1[CH:34]=[C:33]([C:29]2[CH:28]=[C:27]([C:26]3[CH2:25][C:24](=[O:48])[NH:23][C:9]4[CH:10]=[C:11]([C:19]([F:21])([F:20])[F:22])[C:12]([N:14]([CH3:18])[CH2:15][CH2:16][CH3:17])=[CH:13][C:8]=4[N:7]=3)[CH:32]=[CH:31][CH:30]=2)[CH:38]=[CH:37][N:36]=1. (5) Given the reactants [O:1]1[C:6]2[CH:7]=[CH:8][C:9]([C:11]3[N:12]([CH3:23])[C:13](=[O:22])[S:14][C:15]=3[CH:16]([OH:21])[C:17]([O:19][CH3:20])=[O:18])=[CH:10][C:5]=2[CH:4]=[CH:3][CH2:2]1, predict the reaction product. The product is: [O:1]1[C:6]2[CH:7]=[CH:8][C:9]([C:11]3[N:12]([CH3:23])[C:13](=[O:22])[S:14][C:15]=3[CH:16]([O:21][C:5]([CH3:10])([CH3:6])[CH3:4])[C:17]([O:19][CH3:20])=[O:18])=[CH:10][C:5]=2[CH:4]=[CH:3][CH2:2]1. (6) Given the reactants Cl.[NH2:2][C@H:3]1[C:11]2[C:6](=[C:7]([C:12]3[S:16][C:15]([C:17]4[CH:18]=[CH:19][C:20]([O:25][CH:26]([CH3:28])[CH3:27])=[C:21]([CH:24]=4)[C:22]#[N:23])=[N:14][N:13]=3)[CH:8]=[CH:9][CH:10]=2)[CH2:5][CH2:4]1.Br[CH2:30][CH2:31][O:32][Si:33]([C:36]([CH3:39])([CH3:38])[CH3:37])([CH3:35])[CH3:34].O, predict the reaction product. The product is: [Si:33]([O:32][CH2:31][CH2:30][NH:2][C@H:3]1[C:11]2[C:6](=[C:7]([C:12]3[S:16][C:15]([C:17]4[CH:18]=[CH:19][C:20]([O:25][CH:26]([CH3:28])[CH3:27])=[C:21]([CH:24]=4)[C:22]#[N:23])=[N:14][N:13]=3)[CH:8]=[CH:9][CH:10]=2)[CH2:5][CH2:4]1)([C:36]([CH3:39])([CH3:38])[CH3:37])([CH3:35])[CH3:34]. (7) Given the reactants [F:1][C:2]1[CH:3]=[C:4]([CH2:9][C:10]([NH:12][C@H:13]([C:15]([OH:17])=O)[CH3:14])=[O:11])[CH:5]=[C:6]([F:8])[CH:7]=1.[NH2:18][CH:19]1[CH:26]([CH3:27])[CH2:25][CH2:24][NH:23][C:21](=[O:22])[CH2:20]1, predict the reaction product. The product is: [F:8][C:6]1[CH:5]=[C:4]([CH2:9][C:10]([NH:12][C@H:13]([C:15]([NH:18][CH:19]2[CH:26]([CH3:27])[CH2:25][CH2:24][NH:23][C:21](=[O:22])[CH2:20]2)=[O:17])[CH3:14])=[O:11])[CH:3]=[C:2]([F:1])[CH:7]=1.